Dataset: Full USPTO retrosynthesis dataset with 1.9M reactions from patents (1976-2016). Task: Predict the reactants needed to synthesize the given product. (1) The reactants are: C([O:4][CH2:5][CH2:6][CH2:7][C:8]1[CH:9]=[C:10]2[C:14](=[CH:15][CH:16]=1)[NH:13][CH:12]=[C:11]2[C:17](=[O:36])[CH:18]([C:28]1[CH:33]=[N:32][C:31]([O:34][CH3:35])=[CH:30][N:29]=1)[NH:19][C:20]1[CH:21]=[N:22][CH:23]=[C:24]([O:26][CH3:27])[CH:25]=1)(=O)C.C(=O)([O-])[O-].[K+].[K+]. Given the product [OH:4][CH2:5][CH2:6][CH2:7][C:8]1[CH:9]=[C:10]2[C:14](=[CH:15][CH:16]=1)[NH:13][CH:12]=[C:11]2[C:17](=[O:36])[CH:18]([C:28]1[CH:33]=[N:32][C:31]([O:34][CH3:35])=[CH:30][N:29]=1)[NH:19][C:20]1[CH:21]=[N:22][CH:23]=[C:24]([O:26][CH3:27])[CH:25]=1, predict the reactants needed to synthesize it. (2) The reactants are: Br[C:2]1[C:10]2[C:5](=[N:6][C:7]([NH2:11])=[N:8][CH:9]=2)[N:4]([CH3:12])[N:3]=1.[CH2:13]([O:20][C:21]1[CH:26]=[CH:25][C:24](B(O)O)=[CH:23][C:22]=1[F:30])[C:14]1[CH:19]=[CH:18][CH:17]=[CH:16][CH:15]=1.C([O-])([O-])=O.[Cs+].[Cs+]. Given the product [CH2:13]([O:20][C:21]1[CH:26]=[CH:25][C:24]([C:2]2[C:10]3[C:5](=[N:6][C:7]([NH2:11])=[N:8][CH:9]=3)[N:4]([CH3:12])[N:3]=2)=[CH:23][C:22]=1[F:30])[C:14]1[CH:15]=[CH:16][CH:17]=[CH:18][CH:19]=1, predict the reactants needed to synthesize it. (3) The reactants are: [CH2:1]([C:8]1[CH:13]=[CH:12][CH:11]=[CH:10][C:9]=1[C:14]1[CH:15]=[C:16]2[C:21](=[C:22]([O:24]COCC[Si](C)(C)C)[CH:23]=1)[N:20]=[CH:19][N:18](COCC[Si](C)(C)C)[C:17]2=[O:41])[C:2]1[CH:7]=[CH:6][CH:5]=[CH:4][CH:3]=1.O. Given the product [CH2:1]([C:8]1[CH:13]=[CH:12][CH:11]=[CH:10][C:9]=1[C:14]1[CH:15]=[C:16]2[C:21](=[C:22]([OH:24])[CH:23]=1)[N:20]=[CH:19][NH:18][C:17]2=[O:41])[C:2]1[CH:3]=[CH:4][CH:5]=[CH:6][CH:7]=1, predict the reactants needed to synthesize it. (4) Given the product [F:1][C:2]1[C:11]2[C:6](=[CH:7][CH:8]=[CH:9][CH:10]=2)[C:5]([O:12][CH3:13])=[CH:4][CH:3]=1, predict the reactants needed to synthesize it. The reactants are: [F:1][C:2]1[C:11]2[C:6](=[CH:7][CH:8]=[CH:9][CH:10]=2)[C:5]([OH:12])=[CH:4][CH:3]=1.[C:13](=O)([O-])[O-].[K+].[K+].S(OC)(OC)(=O)=O.